Dataset: Full USPTO retrosynthesis dataset with 1.9M reactions from patents (1976-2016). Task: Predict the reactants needed to synthesize the given product. (1) Given the product [CH:17]1[C:16]2[C:21](=[C:12]3[C:13](=[CH:14][CH:15]=2)[C:4]2[C:3](=[CH:2][CH:7]=[CH:6][CH:5]=2)[S:8](=[O:10])(=[O:9])[NH:11]3)[N:20]=[CH:19][CH:18]=1, predict the reactants needed to synthesize it. The reactants are: N[C:2]1[CH:7]=[CH:6][CH:5]=[CH:4][C:3]=1[S:8]([NH:11][C:12]1[CH:13]=[CH:14][CH:15]=[C:16]2[C:21]=1[N:20]=[CH:19][CH:18]=[CH:17]2)(=[O:10])=[O:9].N(OC(C)(C)C)=O. (2) Given the product [Cl:1][C:2]1[C:7]([CH:8]([OH:9])[CH2:12][CH3:13])=[CH:6][N:5]=[C:4]([S:10][CH3:11])[N:3]=1, predict the reactants needed to synthesize it. The reactants are: [Cl:1][C:2]1[C:7]([CH:8]=[O:9])=[CH:6][N:5]=[C:4]([S:10][CH3:11])[N:3]=1.[CH3:12][CH2:13][Mg+].[Br-].Cl.